From a dataset of Forward reaction prediction with 1.9M reactions from USPTO patents (1976-2016). Predict the product of the given reaction. (1) Given the reactants [Cl:1][C:2]1[N:10]=[C:9]2[C:5]([N:6]=[CH:7][N:8]2[C:11]2[CH2:15][CH2:14][CH2:13][CH:12]=2)=[C:4](Cl)[N:3]=1.[I:17][C:18]1[CH:19]=[C:20]([CH:23]=[CH:24][CH:25]=1)[CH2:21][NH2:22], predict the reaction product. The product is: [Cl:1][C:2]1[N:10]=[C:9]2[C:5]([N:6]=[CH:7][N:8]2[C:11]2[CH2:15][CH2:14][CH2:13][CH:12]=2)=[C:4]([NH:22][CH2:21][C:20]2[CH:23]=[CH:24][CH:25]=[C:18]([I:17])[CH:19]=2)[N:3]=1. (2) Given the reactants [N:1]([C@@H:4]1[CH2:8][N:7]([C:9](=[O:29])[C@@H:10]([NH:15][C:16](=[O:28])[C@@H:17]([N:19]([CH3:27])[C:20](=[O:26])[O:21][C:22]([CH3:25])([CH3:24])[CH3:23])[CH3:18])[C:11]([CH3:14])([CH3:13])[CH3:12])[C@H:6]([C:30](=[O:42])[NH:31][C@H:32]2[C:41]3[C:36](=[CH:37][CH:38]=[CH:39][CH:40]=3)[CH2:35][CH2:34][CH2:33]2)[CH2:5]1)=[N+]=[N-].C1C=CC(P(C2C=CC=CC=2)C2C=CC=CC=2)=CC=1.O.O.COC(C)(C)C, predict the reaction product. The product is: [NH2:1][C@@H:4]1[CH2:8][N:7]([C:9](=[O:29])[C@@H:10]([NH:15][C:16](=[O:28])[C@@H:17]([N:19]([CH3:27])[C:20](=[O:26])[O:21][C:22]([CH3:23])([CH3:24])[CH3:25])[CH3:18])[C:11]([CH3:13])([CH3:14])[CH3:12])[C@H:6]([C:30](=[O:42])[NH:31][C@H:32]2[C:41]3[C:36](=[CH:37][CH:38]=[CH:39][CH:40]=3)[CH2:35][CH2:34][CH2:33]2)[CH2:5]1. (3) Given the reactants [Cl:1][C:2]1[CH:27]=[CH:26][C:5]([CH2:6][NH:7][C:8]([C:10]2[C:11](=[O:25])[C:12]3[CH:19]=[C:18]([C:20]#[C:21][CH2:22][CH2:23][OH:24])[O:17][C:13]=3[N:14]([CH3:16])[CH:15]=2)=[O:9])=[CH:4][CH:3]=1, predict the reaction product. The product is: [Cl:1][C:2]1[CH:27]=[CH:26][C:5]([CH2:6][NH:7][C:8]([C:10]2[C:11](=[O:25])[C:12]3[CH:19]=[C:18]([CH2:20][CH2:21][CH2:22][CH2:23][OH:24])[O:17][C:13]=3[N:14]([CH3:16])[CH:15]=2)=[O:9])=[CH:4][CH:3]=1. (4) Given the reactants [C:1]([O:11]C)(=O)[C@H:2]([C:4]1[CH:9]=[CH:8][CH:7]=[CH:6][CH:5]=1)[OH:3].[CH3:13][NH2:14].CO, predict the reaction product. The product is: [OH:3][C@@H:2]([C:4]1[CH:9]=[CH:8][CH:7]=[CH:6][CH:5]=1)[C:1]([NH:14][CH3:13])=[O:11]. (5) Given the reactants [NH2:1][C:2]1[C:3]([C:9]([OH:11])=O)=[N:4][C:5]([Br:8])=[CH:6][N:7]=1.[NH2:12][C:13]1[C:18]([N:19]2[CH2:24][CH2:23][CH:22]([NH:25]C(=O)OC(C)(C)C)[CH2:21][CH2:20]2)=[CH:17][CH:16]=[CH:15][N:14]=1.CCN(C(C)C)C(C)C.CN(C(ON1N=NC2C=CC=NC1=2)=[N+](C)C)C.F[P-](F)(F)(F)(F)F, predict the reaction product. The product is: [NH2:1][C:2]1[C:3]([C:9]([NH:12][C:13]2[C:18]([N:19]3[CH2:24][CH2:23][CH:22]([NH2:25])[CH2:21][CH2:20]3)=[CH:17][CH:16]=[CH:15][N:14]=2)=[O:11])=[N:4][C:5]([Br:8])=[CH:6][N:7]=1. (6) Given the reactants C([O:5][C:6](=[O:33])[CH2:7][N:8]1[C:16]2[C:11](=[CH:12][CH:13]=[C:14]([Cl:18])[C:15]=2[F:17])[C:10]([S:19][C:20]2[C:21]([F:31])=[C:22]([CH:28]=[CH:29][CH:30]=2)[C:23]([O:25][CH2:26][CH3:27])=[O:24])=[C:9]1[CH3:32])(C)(C)C.FC(F)(F)C(O)=O, predict the reaction product. The product is: [Cl:18][C:14]1[C:15]([F:17])=[C:16]2[C:11]([C:10]([S:19][C:20]3[CH:30]=[CH:29][CH:28]=[C:22]([C:23]([O:25][CH2:26][CH3:27])=[O:24])[C:21]=3[F:31])=[C:9]([CH3:32])[N:8]2[CH2:7][C:6]([OH:33])=[O:5])=[CH:12][CH:13]=1. (7) Given the reactants [CH3:1][C@H:2]1[C:10]2[C:9]([C:11]3[CH2:16][CH2:15][N:14]([C:17]([O:19][C:20]([CH3:23])([CH3:22])[CH3:21])=[O:18])[CH2:13][CH:12]=3)=[N:8][CH:7]=[N:6][C:5]=2[CH2:4][CH2:3]1, predict the reaction product. The product is: [CH3:1][C@H:2]1[C:10]2[C:9]([CH:11]3[CH2:12][CH2:13][N:14]([C:17]([O:19][C:20]([CH3:21])([CH3:23])[CH3:22])=[O:18])[CH2:15][CH2:16]3)=[N:8][CH:7]=[N:6][C:5]=2[CH2:4][CH2:3]1. (8) Given the reactants [CH:1]1([S:4]([C:7]2[CH:12]=[CH:11][C:10]([CH:13]([C:21]3[NH:25][C:24]([C:26]4[S:30][C:29]([CH:31]=O)=[N:28][N:27]=4)=[CH:23][CH:22]=3)[CH2:14][CH:15]3[CH2:20][CH2:19][O:18][CH2:17][CH2:16]3)=[CH:9][CH:8]=2)(=[O:6])=[O:5])[CH2:3][CH2:2]1.Cl.[OH:34][CH:35]1[CH2:38][NH:37][CH2:36]1.C(O[BH-](OC(=O)C)OC(=O)C)(=O)C.[Na+].C(=O)([O-])O.[Na+], predict the reaction product. The product is: [CH:1]1([S:4]([C:7]2[CH:12]=[CH:11][C:10]([CH:13]([C:21]3[NH:25][C:24]([C:26]4[S:30][C:29]([CH2:31][N:37]5[CH2:38][CH:35]([OH:34])[CH2:36]5)=[N:28][N:27]=4)=[CH:23][CH:22]=3)[CH2:14][CH:15]3[CH2:20][CH2:19][O:18][CH2:17][CH2:16]3)=[CH:9][CH:8]=2)(=[O:5])=[O:6])[CH2:3][CH2:2]1. (9) Given the reactants C([O:4][C:5]1[CH:10]=[CH:9][C:8]([CH:11]2[CH2:13][CH:12]2[C:14]([O:16][CH3:17])=[O:15])=[CH:7][CH:6]=1)(=O)C.C([O-])(=O)C.[NH4+], predict the reaction product. The product is: [OH:4][C:5]1[CH:6]=[CH:7][C:8]([CH:11]2[CH2:13][CH:12]2[C:14]([O:16][CH3:17])=[O:15])=[CH:9][CH:10]=1.